From a dataset of Catalyst prediction with 721,799 reactions and 888 catalyst types from USPTO. Predict which catalyst facilitates the given reaction. (1) Reactant: [Cl:1][C:2]1[N:10]=[CH:9][CH:8]=[CH:7][C:3]=1[C:4]([OH:6])=[O:5].S(Cl)(Cl)=O.[CH3:15]O.Cl. Product: [CH3:15][O:5][C:4](=[O:6])[C:3]1[CH:7]=[CH:8][CH:9]=[N:10][C:2]=1[Cl:1]. The catalyst class is: 2. (2) Reactant: [N+](C1C=CC(N)=NC=1)([O-])=O.Cl[C:12]1[CH:17]=[C:16]([S:18][CH2:19][C:20]2[CH:25]=[CH:24][C:23]([O:26][CH3:27])=[CH:22][CH:21]=2)[C:15]([N+:28]([O-:30])=[O:29])=[CH:14][N:13]=1.[CH3:31][O:32][C:33]1[CH:38]=[CH:37][C:36]([CH2:39][NH2:40])=[CH:35][CH:34]=1. Product: [CH3:31][O:32][C:33]1[CH:38]=[CH:37][C:36]([CH2:39][NH:40][C:12]2[CH:17]=[C:16]([S:18][CH2:19][C:20]3[CH:25]=[CH:24][C:23]([O:26][CH3:27])=[CH:22][CH:21]=3)[C:15]([N+:28]([O-:30])=[O:29])=[CH:14][N:13]=2)=[CH:35][CH:34]=1. The catalyst class is: 6. (3) Reactant: F[C:2]1[CH:7]=[CH:6][C:5]([N+:8]([O-:10])=[O:9])=[C:4]([O:11][CH3:12])[C:3]=1[F:13].CS(C)=O.[CH:18]([N:21]1[CH2:26][CH2:25][NH:24][CH2:23][CH2:22]1)([CH3:20])[CH3:19].C(=O)([O-])[O-].[K+].[K+]. Product: [F:13][C:3]1[C:4]([O:11][CH3:12])=[C:5]([N+:8]([O-:10])=[O:9])[CH:6]=[CH:7][C:2]=1[N:24]1[CH2:25][CH2:26][N:21]([CH:18]([CH3:20])[CH3:19])[CH2:22][CH2:23]1. The catalyst class is: 6. (4) Reactant: [O:1]1[C:9]2[CH2:8][CH2:7][NH:6][CH2:5][C:4]=2[CH:3]=[CH:2]1.[CH2:10]([O:12][C:13](=[O:31])[C:14]([CH3:30])([CH3:29])[CH2:15][CH2:16][CH2:17][CH2:18][CH2:19][CH:20](Br)[C:21]1[CH:26]=[CH:25][CH:24]=[CH:23][C:22]=1[Cl:27])[CH3:11].C(=O)([O-])[O-].[K+].[K+]. Product: [CH2:10]([O:12][C:13](=[O:31])[C:14]([CH3:30])([CH3:29])[CH2:15][CH2:16][CH2:17][CH2:18][CH2:19][CH:20]([C:21]1[CH:26]=[CH:25][CH:24]=[CH:23][C:22]=1[Cl:27])[N:6]1[CH2:7][CH2:8][C:9]2[O:1][CH:2]=[CH:3][C:4]=2[CH2:5]1)[CH3:11]. The catalyst class is: 3. (5) Product: [C:31]([O:35][C:36](=[O:49])[CH2:37][CH2:38][O:39][CH2:40][CH2:41][O:42][CH2:43][CH2:44][O:45][CH2:46][CH2:47][NH:48][C:9](=[O:30])[CH2:10][CH2:11][CH2:12][C:13](=[O:29])[NH:14][C:15]1[CH:16]=[CH:17][C:18]([CH2:21][CH2:22][C:23](=[O:28])[CH2:24][C:25](=[O:27])[CH3:26])=[CH:19][CH:20]=1)([CH3:32])([CH3:34])[CH3:33]. The catalyst class is: 2. Reactant: O=C1CCC(=O)N1O[C:9](=[O:30])[CH2:10][CH2:11][CH2:12][C:13](=[O:29])[NH:14][C:15]1[CH:20]=[CH:19][C:18]([CH2:21][CH2:22][C:23](=[O:28])[CH2:24][C:25](=[O:27])[CH3:26])=[CH:17][CH:16]=1.[C:31]([O:35][C:36](=[O:49])[CH2:37][CH2:38][O:39][CH2:40][CH2:41][O:42][CH2:43][CH2:44][O:45][CH2:46][CH2:47][NH2:48])([CH3:34])([CH3:33])[CH3:32].CCN(C(C)C)C(C)C. (6) Reactant: N([O-])=O.[Na+].N[C:6]1[CH:15]=[CH:14][CH:13]=[C:12]2[C:7]=1[CH:8]=[CH:9][N:10]=[CH:11]2.[OH-].[Na+].[BrH:18]. Product: [Br:18][C:6]1[CH:15]=[CH:14][CH:13]=[C:12]2[C:7]=1[CH:8]=[CH:9][N:10]=[CH:11]2. The catalyst class is: 6. (7) Reactant: [N+:1]([C:4]1[CH:12]=[C:11]2[C:7]([CH:8]=[C:9]([C:13]3[CH:18]=[CH:17][CH:16]=[CH:15][CH:14]=3)[NH:10]2)=[CH:6][CH:5]=1)([O-:3])=[O:2].[CH2:19]1OCCOCCOCCOCCOCCOC1.CC(C)([O-])C.[K+].CI. Product: [CH3:19][N:10]1[C:11]2[C:7](=[CH:6][CH:5]=[C:4]([N+:1]([O-:3])=[O:2])[CH:12]=2)[CH:8]=[C:9]1[C:13]1[CH:18]=[CH:17][CH:16]=[CH:15][CH:14]=1. The catalyst class is: 7. (8) Reactant: [NH:1]1[CH2:5][CH2:4][CH:3]([OH:6])[CH2:2]1.C(N(CC)CC)C.[Br:14][C:15]1[CH:16]=[C:17]([S:21](Cl)(=[O:23])=[O:22])[CH:18]=[N:19][CH:20]=1. Product: [Br:14][C:15]1[CH:16]=[C:17]([S:21]([N:1]2[CH2:5][CH2:4][CH:3]([OH:6])[CH2:2]2)(=[O:23])=[O:22])[CH:18]=[N:19][CH:20]=1. The catalyst class is: 2.